From a dataset of Forward reaction prediction with 1.9M reactions from USPTO patents (1976-2016). Predict the product of the given reaction. (1) Given the reactants [F:1][C:2]1[CH:3]=[C:4]([CH:18]=[C:19]([F:21])[CH:20]=1)[O:5][C:6]1[CH:14]=[CH:13][CH:12]=[C:11]2[C:7]=1[CH:8]=[C:9]([C:15]([OH:17])=O)[NH:10]2.Cl.Cl.Cl.[N:25]1([CH2:32][CH2:33][N:34]2[CH2:39][CH2:38][CH:37]([NH2:40])[CH2:36][CH2:35]2)[CH2:31][CH2:30][CH2:29][CH2:28][CH2:27][CH2:26]1, predict the reaction product. The product is: [N:25]1([CH2:32][CH2:33][N:34]2[CH2:35][CH2:36][CH:37]([NH:40][C:15]([C:9]3[NH:10][C:11]4[C:7]([CH:8]=3)=[C:6]([O:5][C:4]3[CH:18]=[C:19]([F:21])[CH:20]=[C:2]([F:1])[CH:3]=3)[CH:14]=[CH:13][CH:12]=4)=[O:17])[CH2:38][CH2:39]2)[CH2:31][CH2:30][CH2:29][CH2:28][CH2:27][CH2:26]1. (2) Given the reactants [Cl:1][C:2]1[CH:7]=[C:6]([C:8]#[C:9][C:10]2[N:11]=[C:12]([CH3:15])[NH:13][CH:14]=2)[CH:5]=[CH:4][N:3]=1.[F:16][C:17]1[CH:22]=[CH:21][CH:20]=[C:19](F)[N:18]=1, predict the reaction product. The product is: [F:16][C:17]1[CH:22]=[CH:21][CH:20]=[C:19]([N:13]2[CH:14]=[C:10]([C:9]#[C:8][C:6]3[CH:5]=[CH:4][N:3]=[C:2]([Cl:1])[CH:7]=3)[N:11]=[C:12]2[CH3:15])[N:18]=1. (3) Given the reactants Cl[C:2]1[N:7]=[C:6]([NH:8][C:9]2[CH:13]=[C:12]([CH:14]3[CH2:16][CH2:15]3)[NH:11][N:10]=2)[C:5]([Cl:17])=[CH:4][N:3]=1.[Br:18][C:19]1[CH:20]=[CH:21][C:22]([C@@H:25]([NH2:27])[CH3:26])=[N:23][CH:24]=1.CCN(C(C)C)C(C)C, predict the reaction product. The product is: [Br:18][C:19]1[CH:20]=[CH:21][C:22]([C@@H:25]([NH:27][C:2]2[N:7]=[C:6]([NH:8][C:9]3[CH:13]=[C:12]([CH:14]4[CH2:16][CH2:15]4)[NH:11][N:10]=3)[C:5]([Cl:17])=[CH:4][N:3]=2)[CH3:26])=[N:23][CH:24]=1. (4) Given the reactants [Cl:1][C:2]1[CH:11]=[C:10]2[C:5]([C:6](=O)[NH:7][C:8]([C:12]3[CH:17]=[CH:16][CH:15]=[CH:14][CH:13]=3)=[N:9]2)=[CH:4][CH:3]=1, predict the reaction product. The product is: [Cl:1][C:2]1[CH:11]=[C:10]2[C:5]([CH:6]=[N:7][C:8]([C:12]3[CH:17]=[CH:16][CH:15]=[CH:14][CH:13]=3)=[N:9]2)=[CH:4][CH:3]=1. (5) Given the reactants [ClH:1].Cl.[CH3:3][NH:4][C@H:5]1[CH2:9][CH2:8][N:7](CC(C2CCCCC2O)C2C=CC=C(C(F)(F)F)C=2)[CH2:6]1.[OH:29][C:30]1([CH:36]([C:52]2[CH:57]=[CH:56][CH:55]=[C:54]([C:58]([F:61])([F:60])[F:59])[CH:53]=2)[C:37](N2CC[C@H](NC(=O)OC(C)(C)C)C2)=O)[CH2:35][CH2:34][CH2:33][CH2:32][CH2:31]1, predict the reaction product. The product is: [ClH:1].[ClH:1].[CH3:3][NH:4][C@H:5]1[CH2:9][CH2:8][N:7]([CH:35]2[CH2:34][CH2:33][CH2:32][CH2:31][C:30]2([CH:36]([C:52]2[CH:57]=[CH:56][CH:55]=[C:54]([C:58]([F:61])([F:59])[F:60])[CH:53]=2)[CH3:37])[OH:29])[CH2:6]1. (6) Given the reactants [CH3:1][N:2]([CH3:21])[S:3]([C:6]1[C:7](I)=[CH:8][C:9]([O:17][CH2:18][CH3:19])=[C:10]([CH:16]=1)[C:11]([O:13][CH2:14][CH3:15])=[O:12])(=[O:5])=[O:4].[CH3:22][Si:23]([C:26]#[CH:27])([CH3:25])[CH3:24], predict the reaction product. The product is: [CH3:1][N:2]([CH3:21])[S:3]([C:6]1[C:7]([C:27]#[C:26][Si:23]([CH3:25])([CH3:24])[CH3:22])=[CH:8][C:9]([O:17][CH2:18][CH3:19])=[C:10]([CH:16]=1)[C:11]([O:13][CH2:14][CH3:15])=[O:12])(=[O:5])=[O:4]. (7) Given the reactants C([O:5][C:6]1[CH:18]=[CH:17][C:9]([O:10][CH:11]2[CH2:16][CH2:15][O:14][CH2:13][CH2:12]2)=[CH:8][CH:7]=1)(C)(C)C, predict the reaction product. The product is: [O:14]1[CH2:13][CH2:12][CH:11]([O:10][C:9]2[CH:17]=[CH:18][C:6]([OH:5])=[CH:7][CH:8]=2)[CH2:16][CH2:15]1.